From a dataset of Forward reaction prediction with 1.9M reactions from USPTO patents (1976-2016). Predict the product of the given reaction. (1) Given the reactants [N:1]1[CH:6]=[CH:5][CH:4]=[C:3]([CH2:7][N:8]2[CH2:13][CH2:12][C:11](=O)[CH2:10][CH2:9]2)[CH:2]=1.Cl.[NH2:16][OH:17], predict the reaction product. The product is: [N:1]1[CH:6]=[CH:5][CH:4]=[C:3]([CH2:7][N:8]2[CH2:13][CH2:12][C:11](=[N:16][OH:17])[CH2:10][CH2:9]2)[CH:2]=1. (2) Given the reactants [CH2:1]([O:8][C:9]1[CH:14]=[CH:13][C:12](I)=[CH:11][CH:10]=1)[C:2]1[CH:7]=[CH:6][CH:5]=[CH:4][CH:3]=1.[C:16]([Si](C)(C)C)#[CH:17].[OH-].[K+], predict the reaction product. The product is: [CH2:1]([O:8][C:9]1[CH:14]=[CH:13][C:12]([C:16]#[CH:17])=[CH:11][CH:10]=1)[C:2]1[CH:7]=[CH:6][CH:5]=[CH:4][CH:3]=1. (3) Given the reactants [CH2:1]([O:3][C:4]([C:6]1[NH:10][CH:9]=[C:8]([CH2:11][CH2:12][CH2:13][C:14]([OH:16])=O)[CH:7]=1)=[O:5])[CH3:2].FC(F)(F)C(OC(=O)C(F)(F)F)=O, predict the reaction product. The product is: [O:16]=[C:14]1[C:9]2[NH:10][C:6]([C:4]([O:3][CH2:1][CH3:2])=[O:5])=[CH:7][C:8]=2[CH2:11][CH2:12][CH2:13]1.